From a dataset of Reaction yield outcomes from USPTO patents with 853,638 reactions. Predict the reaction yield, written as a fraction of the theoretical maximum amount of product (1.0 means a 100% yield; for example, 0.34 means a 34% yield). (1) The reactants are [Cl:1][C:2]1[CH:7]=[CH:6][C:5]([CH2:8][C:9]([NH:12]C(=O)C)([CH3:11])[CH3:10])=[CH:4][C:3]=1[F:16].[OH-].[Na+]. The catalyst is Cl. The product is [Cl:1][C:2]1[CH:7]=[CH:6][C:5]([CH2:8][C:9]([CH3:10])([NH2:12])[CH3:11])=[CH:4][C:3]=1[F:16]. The yield is 0.174. (2) The reactants are [Cl:1][C:2]1[CH:3]=[C:4]([C:14]2([OH:21])[CH2:17][CH:16]([C:18](O)=[O:19])[CH2:15]2)[CH:5]=[CH:6][C:7]=1[CH2:8][N:9]1[CH2:13][CH2:12][CH2:11][CH2:10]1.Cl.[O:23]1[CH2:28][CH2:27][CH:26]([CH2:29][NH2:30])[CH2:25][CH2:24]1.[CH2:31](N(CC)CC)C.C(P1(=O)OP(CCC)(=O)OP(CCC)(=O)O1)CC.[OH-].[Na+]. The catalyst is CO.C(Cl)Cl.CCOC(C)=O. The product is [CH3:31][N:30]([CH2:29][CH:26]1[CH2:27][CH2:28][O:23][CH2:24][CH2:25]1)[C:18]([CH:16]1[CH2:15][C:14]([C:4]2[CH:5]=[CH:6][C:7]([CH2:8][N:9]3[CH2:10][CH2:11][CH2:12][CH2:13]3)=[C:2]([Cl:1])[CH:3]=2)([OH:21])[CH2:17]1)=[O:19]. The yield is 0.320. (3) The reactants are Br[CH2:2][C:3]1[C:4]([Cl:10])=[N:5][CH:6]=[CH:7][C:8]=1[Cl:9].[CH3:11][C:12]1[N:17]=[C:16]([SH:18])[N:15]=[C:14]([OH:19])[CH:13]=1.C(N(CC)CC)C. The catalyst is C(O)C. The product is [Cl:10][C:4]1[C:3]([CH2:2][S:18][C:16]2[N:15]=[C:14]([OH:19])[CH:13]=[C:12]([CH3:11])[N:17]=2)=[C:8]([Cl:9])[CH:7]=[CH:6][N:5]=1. The yield is 0.450. (4) The reactants are [C:1]([O:5][C:6]([N:8]1[CH2:13][CH2:12][CH:11]([SH:14])[CH2:10][CH2:9]1)=[O:7])([CH3:4])([CH3:3])[CH3:2].[H-].[Na+].[F:17][C:18]1[CH:23]=[C:22]([F:24])[CH:21]=[CH:20][C:19]=1[C@@:25]1([CH2:29][N:30]2[CH:34]=[N:33][CH:32]=[N:31]2)[C@H:27](C)[O:26]1.[C:35](OCC)(=O)C. The catalyst is CN(C)C=O. The product is [F:17][C:18]1[CH:23]=[C:22]([F:24])[CH:21]=[CH:20][C:19]=1[C@@:25]([OH:26])([C@:29]([N:30]1[CH:34]=[N:33][CH:32]=[N:31]1)([S:14][CH:11]1[CH2:12][CH2:13][N:8]([C:6]([O:5][C:1]([CH3:4])([CH3:2])[CH3:3])=[O:7])[CH2:9][CH2:10]1)[CH3:35])[CH3:27]. The yield is 0.530. (5) The reactants are [CH3:1][O:2][CH2:3][O:4][C:5]1[CH:12]=[CH:11][C:8]([CH:9]=O)=[CH:7][C:6]=1[O:13][CH3:14].[CH3:15][C:16]([CH3:18])=[O:17].[OH-].[Na+].O. The catalyst is C(O)C. The product is [CH3:1][O:2][CH2:3][O:4][C:5]1[CH:12]=[CH:11][C:8]([CH:9]=[CH:15][C:16](=[O:17])[CH3:18])=[CH:7][C:6]=1[O:13][CH3:14]. The yield is 0.970. (6) The reactants are [F:1][C:2]1[C:3]([NH:20][C:21]2[CH:26]=[CH:25][C:24]([I:27])=[CH:23][C:22]=2[F:28])=[C:4]([CH:12]=[C:13]([CH2:16][NH:17][O:18][CH3:19])[C:14]=1[F:15])[C:5]([NH:7][O:8][CH2:9][CH2:10][OH:11])=[O:6].[C:29](ON1C(=O)C2C=CC=CC=2N=N1)(=[O:33])[CH:30]([CH3:32])[CH3:31].C(O)(=O)C(C)C. No catalyst specified. The product is [F:1][C:2]1[C:3]([NH:20][C:21]2[CH:26]=[CH:25][C:24]([I:27])=[CH:23][C:22]=2[F:28])=[C:4]([CH:12]=[C:13]([CH2:16][N:17]([C:29](=[O:33])[CH:30]([CH3:32])[CH3:31])[O:18][CH3:19])[C:14]=1[F:15])[C:5]([NH:7][O:8][CH2:9][CH2:10][OH:11])=[O:6]. The yield is 0.770. (7) The reactants are [Cl-].O[NH3+:3].[C:4](=[O:7])([O-])[OH:5].[Na+].CS(C)=O.[CH2:13]([C:17]1[N:18]=[C:19]([CH3:47])[N:20]([C:41]2[CH:46]=[CH:45][CH:44]=[CH:43][CH:42]=2)[C:21](=[O:40])[C:22]=1[CH2:23][C:24]1[C:29]([F:30])=[CH:28][C:27]([C:31]2[C:32]([C:37]#[N:38])=[CH:33][CH:34]=[CH:35][CH:36]=2)=[CH:26][C:25]=1[F:39])[CH2:14][CH2:15][CH3:16]. The catalyst is O.C(OCC)(=O)C. The product is [CH2:13]([C:17]1[N:18]=[C:19]([CH3:47])[N:20]([C:41]2[CH:46]=[CH:45][CH:44]=[CH:43][CH:42]=2)[C:21](=[O:40])[C:22]=1[CH2:23][C:24]1[C:25]([F:39])=[CH:26][C:27]([C:31]2[CH:36]=[CH:35][CH:34]=[CH:33][C:32]=2[C:37]2[NH:3][C:4](=[O:7])[O:5][N:38]=2)=[CH:28][C:29]=1[F:30])[CH2:14][CH2:15][CH3:16]. The yield is 0.470. (8) The reactants are [N+]([C:4]1[CH:11]=[CH:10][CH:9]=[C:8]([N+:12]([O-:14])=[O:13])[C:5]=1[C:6]#[N:7])([O-])=O.[Na].[CH2:16]([OH:19])[CH2:17][CH3:18]. The catalyst is CN(C=O)C. The product is [N+:12]([C:8]1[CH:9]=[CH:10][CH:11]=[C:4]([O:19][CH2:16][CH2:17][CH3:18])[C:5]=1[C:6]#[N:7])([O-:14])=[O:13]. The yield is 0.770. (9) The reactants are [Cl:1][C:2]1[CH:7]=[CH:6][C:5]([O:8][C:9]2[CH:14]=[CH:13][C:12]([CH2:15]Cl)=[CH:11][CH:10]=2)=[CH:4][C:3]=1[C:17]([F:20])([F:19])[F:18].[N:21]1([CH2:30][C:31]2[C:32](=[O:38])[NH:33][C:34](=[S:37])[NH:35][CH:36]=2)[C:29]2[C:24](=[CH:25][CH:26]=[CH:27][CH:28]=2)[CH:23]=[CH:22]1.C([O-])([O-])=O.[K+].[K+]. The catalyst is CN(C=O)C. The product is [Cl:1][C:2]1[CH:7]=[CH:6][C:5]([O:8][C:9]2[CH:14]=[CH:13][C:12]([CH2:15][S:37][C:34]3[NH:35][CH:36]=[C:31]([CH2:30][N:21]4[C:29]5[C:24](=[CH:25][CH:26]=[CH:27][CH:28]=5)[CH:23]=[CH:22]4)[C:32](=[O:38])[N:33]=3)=[CH:11][CH:10]=2)=[CH:4][C:3]=1[C:17]([F:20])([F:19])[F:18]. The yield is 0.0844.